Dataset: Peptide-MHC class II binding affinity with 134,281 pairs from IEDB. Task: Regression. Given a peptide amino acid sequence and an MHC pseudo amino acid sequence, predict their binding affinity value. This is MHC class II binding data. The peptide sequence is SGVAATESAYLAYRN. The binding affinity (normalized) is 0.678. The MHC is DRB1_0701 with pseudo-sequence DRB1_0701.